From a dataset of Human liver microsome stability data. Regression/Classification. Given a drug SMILES string, predict its absorption, distribution, metabolism, or excretion properties. Task type varies by dataset: regression for continuous measurements (e.g., permeability, clearance, half-life) or binary classification for categorical outcomes (e.g., BBB penetration, CYP inhibition). Dataset: hlm. (1) The result is 1 (stable in human liver microsomes). The drug is COC(C)(C)CC1n2cncc2CN([C@@H](C)c2ccc(Cl)cc2)S1(=O)=O. (2) The drug is COc1ccc2c(c1)CC(C(=O)Nc1ccc(-c3cn[nH]c3)c(OC)c1)CO2. The result is 1 (stable in human liver microsomes). (3) The drug is COCc1nc2ccc(-c3ccccc3Cl)c(CN)c2n1C. The result is 0 (unstable in human liver microsomes).